This data is from Catalyst prediction with 721,799 reactions and 888 catalyst types from USPTO. The task is: Predict which catalyst facilitates the given reaction. (1) Reactant: [N+:1]([C:4]1[C:9]([CH2:10][OH:11])=[CH:8][CH:7]=[CH:6][C:5]=1[CH2:12][OH:13])([O-])=O.O.NN. Product: [NH2:1][C:4]1[C:9]([CH2:10][OH:11])=[CH:8][CH:7]=[CH:6][C:5]=1[CH2:12][OH:13]. The catalyst class is: 19. (2) Reactant: [NH2:1][C:2]1[S:6][C:5]2[CH:7]=[CH:8][CH:9]=[CH:10][C:4]=2[C:3]=1[C:11]([O:13][CH2:14][CH3:15])=[O:12].F[C:17]1[CH:22]=[CH:21][C:20]([O:23][CH3:24])=[CH:19][C:18]=1[N+:25]([O-:27])=[O:26]. Product: [CH3:24][O:23][C:20]1[CH:21]=[CH:22][C:17]([NH:1][C:2]2[S:6][C:5]3[CH:7]=[CH:8][CH:9]=[CH:10][C:4]=3[C:3]=2[C:11]([O:13][CH2:14][CH3:15])=[O:12])=[C:18]([N+:25]([O-:27])=[O:26])[CH:19]=1. The catalyst class is: 16.